From a dataset of Peptide-MHC class II binding affinity with 134,281 pairs from IEDB. Regression. Given a peptide amino acid sequence and an MHC pseudo amino acid sequence, predict their binding affinity value. This is MHC class II binding data. (1) The MHC is DRB1_0101 with pseudo-sequence DRB1_0101. The peptide sequence is EYLNKIQNSLSTEWSPCSVT. The binding affinity (normalized) is 0.297. (2) The peptide sequence is YVVIGLLFMILTVAA. The MHC is DRB1_0401 with pseudo-sequence DRB1_0401. The binding affinity (normalized) is 0.307. (3) The peptide sequence is SQDLDLSWNLNGLQAY. The MHC is HLA-DQA10301-DQB10302 with pseudo-sequence HLA-DQA10301-DQB10302. The binding affinity (normalized) is 0.316. (4) The peptide sequence is YVGHDEFDAFVAYHI. The MHC is DRB1_0802 with pseudo-sequence DRB1_0802. The binding affinity (normalized) is 0.880. (5) The peptide sequence is ALYEKKLALYLLLAL. The MHC is DRB4_0103 with pseudo-sequence DRB4_0103. The binding affinity (normalized) is 0. (6) The peptide sequence is VKLEGRVIDLGCGRG. The MHC is DRB1_0801 with pseudo-sequence DRB1_0801. The binding affinity (normalized) is 0.435. (7) The peptide sequence is YAAQGYKVLVLNPSVAAT. The MHC is DRB1_0401 with pseudo-sequence DRB1_0401. The binding affinity (normalized) is 0.706.